Task: Predict which catalyst facilitates the given reaction.. Dataset: Catalyst prediction with 721,799 reactions and 888 catalyst types from USPTO (1) Reactant: [Cl:1][C:2]1[C:6]([Cl:7])=[C:5]([C:8](Cl)=[O:9])[S:4][C:3]=1[C:11](Cl)=[O:12].[NH2:14][C:15]([NH2:17])=[S:16]. Product: [ClH:1].[ClH:1].[C:15]([S:16][C:8]([C:5]1[S:4][C:3]([C:11]([S:16][C:15](=[NH:14])[NH2:17])=[O:12])=[C:2]([Cl:1])[C:6]=1[Cl:7])=[O:9])(=[NH:17])[NH2:14]. The catalyst class is: 48. (2) Product: [OH:1][CH2:2][CH2:3][C@@H:4]1[CH2:9][N:8]([C:24]([O:26][CH2:27][C:28]2[CH:33]=[CH:32][CH:31]=[CH:30][CH:29]=2)=[O:25])[CH2:7][CH2:6][N:5]1[C:10]([O:12][C:13]([CH3:16])([CH3:15])[CH3:14])=[O:11]. The catalyst class is: 38. Reactant: [OH:1][CH2:2][CH2:3][C@@H:4]1[CH2:9][NH:8][CH2:7][CH2:6][N:5]1[C:10]([O:12][C:13]([CH3:16])([CH3:15])[CH3:14])=[O:11].C(=O)([O-])[O-].[Na+].[Na+].Cl[C:24]([O:26][CH2:27][C:28]1[CH:33]=[CH:32][CH:31]=[CH:30][CH:29]=1)=[O:25]. (3) The catalyst class is: 57. Product: [CH3:17][O:16][CH2:15][CH2:14][O:13][C:5]1[CH:4]=[C:3]2[C:2](=[CH:7][C:6]=1[O:8][CH2:9][CH2:10][O:11][CH3:12])[N:1]=[CH:24][CH:19]=[C:18]2[OH:20]. Reactant: [NH2:1][C:2]1[CH:7]=[C:6]([O:8][CH2:9][CH2:10][O:11][CH3:12])[C:5]([O:13][CH2:14][CH2:15][O:16][CH3:17])=[CH:4][C:3]=1[C:18](=[O:20])[CH3:19].C[O-].[Na+].[CH:24](OCC)=O. (4) Reactant: [H-].[H-].[H-].[H-].[Li+].[Al+3].[CH2:7]([N:10]1[CH:14]=[C:13]([CH:15]=[O:16])[N:12]=[CH:11]1)[CH2:8][CH3:9].[OH-].[Na+].[O-]S([O-])(=O)=O.[Mg+2]. Product: [CH2:7]([N:10]1[CH:14]=[C:13]([CH2:15][OH:16])[N:12]=[CH:11]1)[CH2:8][CH3:9]. The catalyst class is: 20. (5) Reactant: [Cl:1][C:2]1[N:7]=[C:6]([CH3:8])[CH:5]=[CH:4][CH:3]=1.[C:9](OCC)(=[O:16])[C:10]1[CH:15]=[CH:14][N:13]=[CH:12][CH:11]=1.C[Si]([N-][Si](C)(C)C)(C)C.[Li+]. Product: [Cl:1][C:2]1[N:7]=[C:6]([CH2:8][C:9]([C:10]2[CH:15]=[CH:14][N:13]=[CH:12][CH:11]=2)=[O:16])[CH:5]=[CH:4][CH:3]=1. The catalyst class is: 7. (6) Reactant: [C:1]1([CH2:7][CH2:8][CH2:9][CH2:10][CH2:11][CH2:12][C:13]([C:15]2[O:16][C:17]([C:20]3[CH:29]=[CH:28][CH:27]=[CH:26][C:21]=3[C:22]([O:24]C)=[O:23])=[CH:18][N:19]=2)=[O:14])[CH:6]=[CH:5][CH:4]=[CH:3][CH:2]=1. Product: [C:1]1([CH2:7][CH2:8][CH2:9][CH2:10][CH2:11][CH2:12][C:13]([C:15]2[O:16][C:17]([C:20]3[CH:29]=[CH:28][CH:27]=[CH:26][C:21]=3[C:22]([OH:24])=[O:23])=[CH:18][N:19]=2)=[O:14])[CH:6]=[CH:5][CH:4]=[CH:3][CH:2]=1. The catalyst class is: 25. (7) Reactant: C([O:3][C:4](=[O:52])[C:5]1[CH:10]=[CH:9][CH:8]=[C:7]([O:11][CH2:12][CH2:13][CH2:14][N:15]2[C:19]3[CH:20]=[CH:21][CH:22]=[CH:23][C:18]=3[N:17]([CH2:24][C:25]3[CH:30]=[CH:29][C:28]([N:31]4[CH2:36][CH2:35][N:34]([CH2:37][C:38]5[CH:43]=[CH:42][CH:41]=[CH:40][C:39]=5[C:44]5[CH:49]=[CH:48][C:47]([Cl:50])=[CH:46][CH:45]=5)[CH2:33][CH2:32]4)=[CH:27][CH:26]=3)[C:16]2=[NH:51])[CH:6]=1)C.O[Li].O. Product: [Cl:50][C:47]1[CH:48]=[CH:49][C:44]([C:39]2[CH:40]=[CH:41][CH:42]=[CH:43][C:38]=2[CH2:37][N:34]2[CH2:35][CH2:36][N:31]([C:28]3[CH:27]=[CH:26][C:25]([CH2:24][N:17]4[C:18]5[CH:23]=[CH:22][CH:21]=[CH:20][C:19]=5[N:15]([CH2:14][CH2:13][CH2:12][O:11][C:7]5[CH:6]=[C:5]([CH:10]=[CH:9][CH:8]=5)[C:4]([OH:52])=[O:3])[C:16]4=[NH:51])=[CH:30][CH:29]=3)[CH2:32][CH2:33]2)=[CH:45][CH:46]=1. The catalyst class is: 87. (8) Reactant: Cl[C:2]1[CH:7]=[C:6]([C:8]2[CH:13]=[CH:12][CH:11]=[CH:10][CH:9]=2)[N:5]=[C:4]([NH:14][C:15](=[O:29])[CH2:16][CH2:17][C:18]([C:20]2[CH:21]=[CH:22][C:23]3[O:27][CH2:26][CH2:25][C:24]=3[CH:28]=2)=[O:19])[CH:3]=1.C1(C2C=CC=CC=2)C=CC=CC=1P(C1CCCCC1)C1CCCCC1.C(=O)([O-])[O-].[K+].[K+].OB(O)[C:63]1[CH:64]=[C:65]([CH:69]=[CH:70][CH:71]=1)[C:66]([OH:68])=[O:67]. Product: [O:27]1[C:23]2[CH:22]=[CH:21][C:20]([C:18](=[O:19])[CH2:17][CH2:16][C:15]([NH:14][C:4]3[CH:3]=[C:2]([C:63]4[CH:64]=[C:65]([CH:69]=[CH:70][CH:71]=4)[C:66]([OH:68])=[O:67])[CH:7]=[C:6]([C:8]4[CH:13]=[CH:12][CH:11]=[CH:10][CH:9]=4)[N:5]=3)=[O:29])=[CH:28][C:24]=2[CH2:25][CH2:26]1. The catalyst class is: 110.